This data is from Forward reaction prediction with 1.9M reactions from USPTO patents (1976-2016). The task is: Predict the product of the given reaction. (1) The product is: [Br:1][C:2]1[N:7]=[C:6]([NH:8][C:16](=[O:23])[C:17]2[CH:22]=[CH:21][CH:20]=[CH:19][CH:18]=2)[CH:5]=[CH:4][C:3]=1[Cl:9]. Given the reactants [Br:1][C:2]1[N:7]=[C:6]([NH2:8])[CH:5]=[CH:4][C:3]=1[Cl:9].N1C=CC=CC=1.[C:16](Cl)(=[O:23])[C:17]1[CH:22]=[CH:21][CH:20]=[CH:19][CH:18]=1, predict the reaction product. (2) Given the reactants CC(C)([O-])C.[Na+].C1COCC1.CN(C=O)C.[F:17][C:18]([F:22])([F:21])[CH2:19][OH:20].[Br:23][C:24]1[CH:29]=[CH:28][C:27](F)=[CH:26][C:25]=1[C:31]([F:34])([F:33])[F:32], predict the reaction product. The product is: [Br:23][C:24]1[CH:29]=[CH:28][C:27]([O:20][CH2:19][C:18]([F:22])([F:21])[F:17])=[CH:26][C:25]=1[C:31]([F:32])([F:33])[F:34].